This data is from Catalyst prediction with 721,799 reactions and 888 catalyst types from USPTO. The task is: Predict which catalyst facilitates the given reaction. (1) Reactant: [Br:1][C:2]12[CH2:11][CH:6]3[CH2:7][CH:8]([CH2:10][CH:4]([CH:5]3[NH:12][NH:13][C:14]([C:16]3[C:17](Cl)=[C:18]4[CH:24]=[CH:23][NH:22][C:19]4=[N:20][CH:21]=3)=[O:15])[CH2:3]1)[CH2:9]2.C(N(CC)CC)C.O. Product: [Br:1][C:2]12[CH2:11][CH:6]3[CH2:7][CH:8]([CH2:10][CH:4]([CH:5]3[N:12]3[C:17]4=[C:18]5[CH:24]=[CH:23][NH:22][C:19]5=[N:20][CH:21]=[C:16]4[C:14](=[O:15])[NH:13]3)[CH2:3]1)[CH2:9]2. The catalyst class is: 60. (2) Reactant: [Cl:1][C:2]1[CH:7]=[C:6]([N+:8]([O-])=O)[C:5]([O:11][CH2:12][CH3:13])=[CH:4][C:3]=1[O:14][CH2:15][CH3:16]. Product: [Cl:1][C:2]1[C:3]([O:14][CH2:15][CH3:16])=[CH:4][C:5]([O:11][CH2:12][CH3:13])=[C:6]([CH:7]=1)[NH2:8]. The catalyst class is: 579. (3) The catalyst class is: 12. Reactant: C[O:2][C:3](=[O:18])[CH2:4][CH2:5][CH2:6][CH2:7][CH2:8][NH:9][C:10]([C:12]1[CH:17]=[CH:16][CH:15]=[CH:14][N:13]=1)=[O:11].[OH-].[Na+].[ClH:21]. Product: [ClH:21].[N:13]1[CH:14]=[CH:15][CH:16]=[CH:17][C:12]=1[C:10]([NH:9][CH2:8][CH2:7][CH2:6][CH2:5][CH2:4][C:3]([OH:18])=[O:2])=[O:11]. (4) Reactant: [Cl:1][C:2]1[N:10]=[C:9]([Cl:11])[CH:8]=[C:7]([CH3:12])[C:3]=1[C:4](O)=[O:5].C([O-])(O)=O.[Na+]. Product: [Cl:1][C:2]1[C:3]([CH2:4][OH:5])=[C:7]([CH3:12])[CH:8]=[C:9]([Cl:11])[N:10]=1. The catalyst class is: 1. (5) Reactant: C(NC(C)C)(C)C.[Li]CCCC.[Li+].CC([N-]C(C)C)C.C(OP(Cl)(OCC)=O)C.[C:30]([O:34][CH2:35][CH2:36][CH2:37][CH2:38][C:39]([CH3:44])([CH3:43])[CH2:40][C:41]#[CH:42])([CH3:33])([CH3:32])[CH3:31].[F:45][C:46]([F:54])([F:53])[C:47]([C:49]([F:52])([F:51])[F:50])=[O:48]. Product: [C:30]([O:34][CH2:35][CH2:36][CH2:37][CH2:38][C:39]([CH3:44])([CH3:43])[CH2:40][C:41]#[C:42][C:47]([C:49]([F:52])([F:51])[F:50])([OH:48])[C:46]([F:54])([F:53])[F:45])([CH3:31])([CH3:32])[CH3:33]. The catalyst class is: 1. (6) Reactant: [F:1][C:2]1[CH:10]=[CH:9][CH:8]=[C:7]2[C:3]=1[CH2:4][CH2:5][N:6]2[C:11]([O:13][C:14]([CH3:17])([CH3:16])[CH3:15])=[O:12].[Br:18]N1C(=O)CCC1=O. Product: [Br:18][C:10]1[C:2]([F:1])=[C:3]2[C:7](=[CH:8][CH:9]=1)[N:6]([C:11]([O:13][C:14]([CH3:17])([CH3:16])[CH3:15])=[O:12])[CH2:5][CH2:4]2. The catalyst class is: 2.